Dataset: Reaction yield outcomes from USPTO patents with 853,638 reactions. Task: Predict the reaction yield, written as a fraction of the theoretical maximum amount of product (1.0 means a 100% yield; for example, 0.34 means a 34% yield). (1) The reactants are [N+:1]([C:4]1[CH:9]=[CH:8][C:7]([SH:10])=[CH:6][CH:5]=1)([O-:3])=[O:2].C1C(=O)N(Cl)C(=O)C1.[C:19]1([Zn]Br)[CH:24]=[CH:23][CH:22]=[CH:21][CH:20]=1. No catalyst specified. The product is [N+:1]([C:4]1[CH:9]=[CH:8][C:7]([S:10][C:19]2[CH:24]=[CH:23][CH:22]=[CH:21][CH:20]=2)=[CH:6][CH:5]=1)([O-:3])=[O:2]. The yield is 0.370. (2) The reactants are [CH:1]([C:4]1[O:8][C:7]([C@H:9]2[CH2:14][NH:13][C@@H:12]([C:15]([O:17][CH2:18][CH3:19])=[O:16])[CH2:11][CH2:10]2)=[N:6][N:5]=1)([CH3:3])[CH3:2].C(=O)C1C(=CC=CC=1)O. The catalyst is C(O)(=O)C. The product is [CH:1]([C:4]1[O:8][C:7]([C@@H:9]2[CH2:14][NH:13][C@@H:12]([C:15]([O:17][CH2:18][CH3:19])=[O:16])[CH2:11][CH2:10]2)=[N:6][N:5]=1)([CH3:3])[CH3:2]. The yield is 0.450. (3) The reactants are [CH2:1]([O:19][C:20]1[C:33]([O:34][CH2:35][CH2:36][CH2:37][CH2:38][CH2:39][CH2:40][CH2:41][CH2:42][CH2:43][CH2:44][CH2:45][CH2:46][CH2:47][CH2:48][CH2:49][CH2:50][CH2:51][CH3:52])=[C:32]([O:53][CH2:54][CH2:55][CH2:56][CH2:57][CH2:58][CH2:59][CH2:60][CH2:61][CH2:62][CH2:63][CH2:64][CH2:65][CH2:66][CH2:67][CH2:68][CH2:69][CH2:70][CH3:71])[CH:31]=[CH:30][C:21]=1[C:22]([C:24]1[CH:29]=[CH:28][CH:27]=[CH:26][CH:25]=1)=[O:23])[CH2:2][CH2:3][CH2:4][CH2:5][CH2:6][CH2:7][CH2:8][CH2:9][CH2:10][CH2:11][CH2:12][CH2:13][CH2:14][CH2:15][CH2:16][CH2:17][CH3:18].[BH4-].[Na+].Cl. The catalyst is C(Cl)(Cl)Cl.CO. The product is [CH2:1]([O:19][C:20]1[C:33]([O:34][CH2:35][CH2:36][CH2:37][CH2:38][CH2:39][CH2:40][CH2:41][CH2:42][CH2:43][CH2:44][CH2:45][CH2:46][CH2:47][CH2:48][CH2:49][CH2:50][CH2:51][CH3:52])=[C:32]([O:53][CH2:54][CH2:55][CH2:56][CH2:57][CH2:58][CH2:59][CH2:60][CH2:61][CH2:62][CH2:63][CH2:64][CH2:65][CH2:66][CH2:67][CH2:68][CH2:69][CH2:70][CH3:71])[CH:31]=[CH:30][C:21]=1[CH:22]([OH:23])[C:24]1[CH:29]=[CH:28][CH:27]=[CH:26][CH:25]=1)[CH2:2][CH2:3][CH2:4][CH2:5][CH2:6][CH2:7][CH2:8][CH2:9][CH2:10][CH2:11][CH2:12][CH2:13][CH2:14][CH2:15][CH2:16][CH2:17][CH3:18]. The yield is 0.990. (4) The reactants are N[C:2]1[C:3]([C:12]2[N:13]=[C:14]([CH2:26][CH3:27])[C:15]([NH:20][CH:21]([CH2:24][CH3:25])[CH2:22][CH3:23])=[N:16][C:17]=2[CH2:18][CH3:19])=[CH:4][C:5]2[CH2:6][CH2:7][CH2:8][CH2:9][C:10]=2[CH:11]=1.[ClH:28].N([O-])=O.[Na+]. The catalyst is O.Cl[Cu]. The product is [Cl:28][C:2]1[C:3]([C:12]2[N:13]=[C:14]([CH2:26][CH3:27])[C:15]([NH:20][CH:21]([CH2:24][CH3:25])[CH2:22][CH3:23])=[N:16][C:17]=2[CH2:18][CH3:19])=[CH:4][C:5]2[CH2:6][CH2:7][CH2:8][CH2:9][C:10]=2[CH:11]=1. The yield is 0.0400. (5) The reactants are [F:1][C:2]1[CH:3]=[C:4]([CH2:9][C:10]([OH:12])=O)[CH:5]=[CH:6][C:7]=1[F:8].S(Cl)([Cl:15])=O. The catalyst is ClCCCl. The product is [F:1][C:2]1[CH:3]=[C:4]([CH2:9][C:10]([Cl:15])=[O:12])[CH:5]=[CH:6][C:7]=1[F:8]. The yield is 1.00. (6) The reactants are Cl.[CH3:2][C:3]1[C:7]([CH2:8][N:9]2[CH:13]=[C:12]([NH2:14])[CH:11]=[N:10]2)=[C:6]([CH3:15])[O:5][N:4]=1.C(N(CC)CC)C.[Cl:23][C:24]1[C:28]([S:29]([CH3:32])(=[O:31])=[O:30])=[CH:27][S:26][C:25]=1[C:33](Cl)=[O:34]. The catalyst is C(Cl)Cl.CC#N. The product is [Cl:23][C:24]1[C:28]([S:29]([CH3:32])(=[O:30])=[O:31])=[CH:27][S:26][C:25]=1[C:33]([NH:14][C:12]1[CH:11]=[N:10][N:9]([CH2:8][C:7]2[C:3]([CH3:2])=[N:4][O:5][C:6]=2[CH3:15])[CH:13]=1)=[O:34]. The yield is 0.450.